Dataset: Experimentally validated miRNA-target interactions with 360,000+ pairs, plus equal number of negative samples. Task: Binary Classification. Given a miRNA mature sequence and a target amino acid sequence, predict their likelihood of interaction. (1) The miRNA is hsa-miR-2467-3p with sequence AGCAGAGGCAGAGAGGCUCAGG. The protein sequence of the target gene is MALAGAPAGGPCAPALEALLGAGALRLLDSSQIVIISAAQDASAPPAPTGPAAPAAGPCDPDLLLFATPQAPRPTPSAPRPALGRPPVKRRLDLETDHQYLAESSGPARGRGRHPGKGVKSPGEKSRYETSLNLTTKRFLELLSHSADGVVDLNWAAEVLKVQKRRIYDITNVLEGIQLIAKKSKNHIQWLGSHTTVGVGGRLEGLTQDLRQLQESEQQLDHLMNICTTQLRLLSEDTDSQRLAYVTCQDLRSIADPAEQMVMVIKAPPETQLQAVDSSENFQISLKSKQGPIDVFLCPE.... Result: 1 (interaction). (2) The miRNA is hsa-miR-380-5p with sequence UGGUUGACCAUAGAACAUGCGC. The protein sequence of the target gene is MSRLLGGTLERVCKAVLLLCLLHFLVAVILYFDVYAQHLAFFSRFSARGPAHALHPAASSSSSSSNCSRPNATASSSGLPEVPSALPGPTAPTLPPCPDSPPGLVGRLLIEFTSPMPLERVQRENPGVLMGGRYTPPDCTPAQTVAVIIPFRHREHHLRYWLHYLHPILRRQRLRYGVYVINQHGEDTFNRAKLLNVGFLEALKEDAAYDCFIFSDVDLVPMDDRNLYRCGDQPRHFAIAMDKFGFRLPYAGYFGGVSGLSKAQFLRINGFPNEYWGWGGEDDDIFNRISLTGMKISRPD.... Result: 1 (interaction). (3) The miRNA is rno-miR-152-3p with sequence UCAGUGCAUGACAGAACUUGG. The protein sequence of the target gene is MEAQSYCAKLLGELNEQRKRDFFCDCSIIVEGRIFKAHRNILFANSGYFRALLLHYIQDSGRHSTASLDIVTSDAFSTILDFLYSGKLDLCGENVIEVMSAASYLQMNEVVNFCKTYIRSSLDICRKMEKEAAVAAAMAAAAAAAAAAAHQIDSESPSSGLEGTSCGTKSFVSSPVDGEGSLDCTISSCDDCHPLELVAKDSQGSGVSDNDLCVVPRRVEPKVEFDVARVEVEADEQLQQYAAPLAHMEEGLPSNQALDLTYSSYHVKQFLEALLRNGAVQSKDDLDCHSSRGLEGRLEG.... Result: 0 (no interaction). (4) The miRNA is mmu-miR-599 with sequence UUGUGUCAGUUUAUCAAAC. The protein sequence of the target gene is MWRGRAGALLRVWGFWPTGVPRRRPLSCDAASQAGSNYPRCWNCGGPWGPGREDRFFCPQCRALQAPDPTRDYFSLMDCNRSFRVDTAKLQHRYQQLQRLVHPDFFSQRSQTEKDFSEKHSTLVNDAYKTLLAPLSRGLYLLKLHGIEIPERTDYEMDRQFLIEIMEINEKLAEAESEAAMKEIESIVKAKQKEFTDNVSSAFEQDDFEEAKEILTKMRYFSNIEEKIKLKKIPL. Result: 0 (no interaction). (5) The miRNA is mmu-miR-431-5p with sequence UGUCUUGCAGGCCGUCAUGCA. The protein sequence of the target gene is MAGHGWGTAWVLVAAATLLHAGGLAQGDCWLIEGDKGFVWLAICSQNQPPYEAIPQQINNTIVDLRLNENRIRSVQYASLSRFGNLTYLNLTKNEIGYIEDGAFSGQFNLQVLQLGYNRLRNLTEGMLRGLSKLEYLYLQANLIEVVMASAFWECPNIVNIDLSMNRIQQLGSGTFAGLTKLSVCEIYSNPFYCSCELLGFLRWLAAFTNATQTHDRVQCESPPVYAGYFLLGQGRHGHQRSILSKLQSVCTEGSYTAEVLGPPRPVPGRSQPGHSPPPPPPEPSDMPCADDECFSGDGT.... Result: 1 (interaction). (6) The miRNA is hsa-miR-23b-3p with sequence AUCACAUUGCCAGGGAUUACCAC. The protein sequence of the target gene is MSNKEGSGGFRKRKHDNFPHNQRREGKDVNSSSPVMLAFKSFQQELDARHDKYERLVKLSRDITVESKRTIFLLHRITSAPDMEDILTESEIKLDGVRQKIFQVAQELSGEDMHQFHRAITTGLQEYVEAVSFQHFIKTRSLISMDEINKQLIFTTEDNGKENKTPSSDAQDKQFGTWRLRVTPVDYLLGVADLTGELMRMCINSVGNGDIDTPFEVSQFLRQVYDGFSFIGNTGPYEVSKKLYTLKQSLAKVENACYALKVRGSEIPKHMLADVFSVKTEMIDQEEGIS. Result: 1 (interaction). (7) The miRNA is hsa-miR-4280 with sequence GAGUGUAGUUCUGAGCAGAGC. The protein sequence of the target gene is MASDTPESLMALCTDFCLRNLDGTLGYLLDKETLRLHPDIFLPSEICDRLVNEYVELVNAACNFEPHESFFSLFSDPRSTRLTRIHLREDLVQDQDLEAIRKQDLVELYLTNCEKLSAKSLQTLRSFSHTLVSLSLFGCTNIFYEEENPGGCEDEYLVNPTCQVLVKDFTFEGFSRLRFLNLGRMIDWVPVESLLRPLNSLAALDLSGIQTSDAAFLTQWKDSLVSLVLYNMDLSDDHIRVIVQLHKLRHLDISRDRLSSYYKFKLTREVLSLFVQKLGNLMSLDISGHMILENCSISKM.... Result: 0 (no interaction). (8) The miRNA is hsa-miR-374a-5p with sequence UUAUAAUACAACCUGAUAAGUG. The protein sequence of the target gene is MPHRKKKPFIEKKKAVSFHLVHRSQRDPLAADESAPQRVLLPTQKIDNEERRAEQRKYGVFFDDDYDYLQHLKEPSGPSELIPSSTFSAHNRREEKEETLVIPSTGIKLPSSVFASEFEEDVGLLNKAAPVSGPRLDFDPDIVAALDDDFDFDDPDNLLEDDFILQANKATGEEEGMDIQKSENEDDSEWEDVDDEKGDSNDDYDSAGLLSDEDCMSVPGKTHRAIADHLFWSEETKSRFTEYSMTSSVMRRNEQLTLHDERFEKFYEQYDDDEIGALDNAELEGSIQVDSNRLQEVLND.... Result: 0 (no interaction). (9) The miRNA is hsa-miR-6783-5p with sequence UAGGGGAAAAGUCCUGAUCCGG. The protein sequence of the target gene is MESGGRPSLCQFILLGTTSVVTAALYSVYRQKARVSQELKGAKKVHLGEDLKSILSEAPGKCVPYAVIEGAVRSVKETLNSQFVENCKGVIQRLTLQEHKMVWNRTTHLWNDCSKIIHQRTNTVPFDLVPHEDGVDVAVRVLKPLDSVDLGLETVYEKFHPSIQSFTDVIGHYISGERPKGIQETEEMLKVGATLTGVGELVLDNNSVRLQPPKQGMQYYLSSQDFDSLLQRQESSVRLWKVLALVFGFATCATLFFILRKQYLQRQERLRLKQMQEEFQEHEAQLLSRAKPEDRESLKS.... Result: 1 (interaction). (10) The miRNA is hsa-miR-4475 with sequence CAAGGGACCAAGCAUUCAUUAU. The protein sequence of the target gene is MKKSYSGVTRTSSGRLRRLADPTGPALKRSFEVEEIEPPNSTPPRRVQTPLLRATVASSSQKFQDLGVKNSEPAARLVDSLSQRSPKPSLRRVELAGAKAPEPMSRRTEISIDISSKQVESTASAAGPSRFGLKRAEVLGHKTPEPVPRRTEITIVKPQESVLRRVETPASKIPEGSAVPATDAAPKRVEIQVPKPAEAPNCPLPSQTLENSEAPMSQLQSRLEPRPSVAEVPYRNQEDSEVTPSCVGDMADNPRDAMLKQAPASRNEKAPMEFGYVGIDSILEQMRRKAMKQGFEFNIM.... Result: 0 (no interaction).